This data is from Catalyst prediction with 721,799 reactions and 888 catalyst types from USPTO. The task is: Predict which catalyst facilitates the given reaction. (1) Product: [CH3:33][C:30]1([C:28]2[CH:29]=[C:25]([NH:24][C:22]([NH:21][C:18]3[C:17]([CH3:41])=[N:16][C:15]([N:12]4[CH2:11][CH2:10][NH:9][CH2:14][CH2:13]4)=[CH:20][CH:19]=3)=[O:23])[N:26]([C:34]3[CH:39]=[CH:38][C:37]([CH3:40])=[CH:36][CH:35]=3)[N:27]=2)[CH2:31][CH2:32]1. Reactant: Cl.C(OC([N:9]1[CH2:14][CH2:13][N:12]([C:15]2[CH:20]=[CH:19][C:18]([NH:21][C:22]([NH:24][C:25]3[N:26]([C:34]4[CH:39]=[CH:38][C:37]([CH3:40])=[CH:36][CH:35]=4)[N:27]=[C:28]([C:30]4([CH3:33])[CH2:32][CH2:31]4)[CH:29]=3)=[O:23])=[C:17]([CH3:41])[N:16]=2)[CH2:11][CH2:10]1)=O)(C)(C)C.C(OCC)(=O)C. The catalyst class is: 4. (2) Reactant: C([N:8]1[C@H:12]([C:13]2[CH:18]=[CH:17][CH:16]=[CH:15][CH:14]=2)[CH2:11][CH2:10][C@@H:9]1[C:19]([OH:21])=[O:20])(OC(C)(C)C)=O.[ClH:22]. Product: [ClH:22].[C:13]1([C@H:12]2[NH:8][C@@H:9]([C:19]([OH:21])=[O:20])[CH2:10][CH2:11]2)[CH:14]=[CH:15][CH:16]=[CH:17][CH:18]=1. The catalyst class is: 12. (3) Product: [C:1]([C:3]1[C:8]2[C:9]([CH:12]=[O:13])=[CH:10][S:11][C:7]=2[CH:6]=[CH:5][CH:4]=1)#[N:2]. The catalyst class is: 642. Reactant: [C:1]([C:3]1[C:8]2[CH:9]=[CH:10][S:11][C:7]=2[CH:6]=[CH:5][CH:4]=1)#[N:2].[CH3:12][O:13]C(Cl)Cl.C([O-])(O)=O.[Na+]. (4) Reactant: [N+:1]([C:4]1[CH:5]=[N:6][CH:7]=[CH:8][C:9]=1[O:10][CH:11]1[CH2:14][O:13][CH2:12]1)([O-])=O. Product: [O:13]1[CH2:12][CH:11]([O:10][C:9]2[CH:8]=[CH:7][N:6]=[CH:5][C:4]=2[NH2:1])[CH2:14]1. The catalyst class is: 19. (5) The catalyst class is: 2. Product: [C:19]([N:7]1[CH2:6][CH2:5][NH:4][C:3](=[O:8])[C:2]1([CH3:9])[CH3:1])(=[O:21])[CH3:20]. Reactant: [CH3:1][C:2]1([CH3:9])[NH:7][CH2:6][CH2:5][NH:4][C:3]1=[O:8].C(N(CC)C(C)C)(C)C.[C:19](Cl)(=[O:21])[CH3:20]. (6) Reactant: [NH2:1][CH2:2][CH2:3][CH2:4][O:5][C:6]1[CH:35]=[CH:34][C:9]([C:10]([N:12]2[C:21]3[C:16](=[CH:17][CH:18]=[CH:19][CH:20]=3)[C@H:15]([N:22]([C:26]3[CH:31]=[CH:30][C:29]([Cl:32])=[CH:28][CH:27]=3)[C:23](=[O:25])[CH3:24])[CH2:14][C@@H:13]2[CH3:33])=[O:11])=[CH:8][CH:7]=1.Br[C:37](C)(C)[C:38]([O:40][CH2:41][CH3:42])=[O:39].C(=O)([O-])[O-].[K+].[K+]. Product: [C:23]([N:22]([C:26]1[CH:31]=[CH:30][C:29]([Cl:32])=[CH:28][CH:27]=1)[C@H:15]1[C:16]2[C:21](=[CH:20][CH:19]=[CH:18][CH:17]=2)[N:12]([C:10]([C:9]2[CH:8]=[CH:7][C:6]([O:5][CH2:4][CH2:3][CH2:2][NH:1][CH2:37][C:38]([OH:40])=[O:39])=[CH:35][CH:34]=2)=[O:11])[C@@H:13]([CH3:33])[CH2:14]1)(=[O:25])[CH3:24].[CH2:41]([O:40][C:38](=[O:39])[CH2:37][NH:1][CH2:2][CH2:3][CH2:4][O:5][C:6]1[CH:7]=[CH:8][C:9]([C:10]([N:12]2[C:21]3[C:16](=[CH:17][CH:18]=[CH:19][CH:20]=3)[C@H:15]([N:22]([C:23](=[O:25])[CH3:24])[C:26]3[CH:31]=[CH:30][C:29]([Cl:32])=[CH:28][CH:27]=3)[CH2:14][C@@H:13]2[CH3:33])=[O:11])=[CH:34][CH:35]=1)[CH3:42]. The catalyst class is: 9. (7) Reactant: [C:1]([O:5][C:6]([N:8]1[CH2:13][CH2:12][NH:11][C:10](=[O:14])[CH2:9]1)=[O:7])([CH3:4])([CH3:3])[CH3:2].[CH2:15](Br)[CH:16]=[CH2:17].[H-].[Na+]. Product: [CH2:17]([N:11]1[CH2:12][CH2:13][N:8]([C:6]([O:5][C:1]([CH3:4])([CH3:2])[CH3:3])=[O:7])[CH2:9][C:10]1=[O:14])[CH:16]=[CH2:15]. The catalyst class is: 3.